This data is from Reaction yield outcomes from USPTO patents with 853,638 reactions. The task is: Predict the reaction yield, written as a fraction of the theoretical maximum amount of product (1.0 means a 100% yield; for example, 0.34 means a 34% yield). (1) The reactants are C[Mg]Cl.CON(C)[C:7]([C@@H:9]1[CH2:13][S:12][C:11](=[O:14])[N:10]1[CH2:15][C:16]1[CH:21]=[CH:20][C:19]([O:22][CH3:23])=[CH:18][CH:17]=1)=[O:8].[C:25](O)(=O)CC(CC(O)=O)(C(O)=O)O. The catalyst is C1COCC1.O. The product is [C:7]([C@@H:9]1[CH2:13][S:12][C:11](=[O:14])[N:10]1[CH2:15][C:16]1[CH:17]=[CH:18][C:19]([O:22][CH3:23])=[CH:20][CH:21]=1)(=[O:8])[CH3:25]. The yield is 0.800. (2) The reactants are Cl.[CH:2]1[C:15]2[NH:14][C:13]3[C:8](=[CH:9][CH:10]=[CH:11][CH:12]=3)[S:7][C:6]=2[CH:5]=[CH:4][C:3]=1[C:16]1[N:17]=[C:18]([CH2:21][NH2:22])[S:19][CH:20]=1.C(N(CC)CC)C.[CH3:30][O:31][C:32](Cl)=[O:33]. The catalyst is O1CCOCC1. The product is [CH:2]1[C:15]2[NH:14][C:13]3[C:8](=[CH:9][CH:10]=[CH:11][CH:12]=3)[S:7][C:6]=2[CH:5]=[CH:4][C:3]=1[C:16]1[N:17]=[C:18]([CH2:21][NH:22][C:32](=[O:33])[O:31][CH3:30])[S:19][CH:20]=1. The yield is 0.460. (3) The reactants are [C:1]([O:9][CH2:10][C@@H:11]1[S:15][CH2:14][CH2:13][O:12]1)(=[O:8])[C:2]1[CH:7]=[CH:6][CH:5]=[CH:4][CH:3]=1.O.C1(C)C=CC(S(O)(=O)=O)=CC=1. The catalyst is C1(C)C=CC=CC=1. The product is [C:1]([O:9][CH2:10][CH:11]1[S:15][CH2:14][CH2:13][O:12]1)(=[O:8])[C:2]1[CH:3]=[CH:4][CH:5]=[CH:6][CH:7]=1. The yield is 0.800.